Dataset: Reaction yield outcomes from USPTO patents with 853,638 reactions. Task: Predict the reaction yield, written as a fraction of the theoretical maximum amount of product (1.0 means a 100% yield; for example, 0.34 means a 34% yield). (1) The reactants are [F:1][CH:2]([F:19])[O:3][C:4]1[CH:9]=[CH:8][C:7](B2OC(C)(C)C(C)(C)O2)=[CH:6][CH:5]=1.[Cl:20][C:21]1[CH:26]=[C:25](I)[C:24]([F:28])=[CH:23][N:22]=1.C(=O)([O-])[O-].[K+].[K+]. The catalyst is O1CCOCC1.O.C1C=CC(P(C2C=CC=CC=2)[C-]2C=CC=C2)=CC=1.C1C=CC(P(C2C=CC=CC=2)[C-]2C=CC=C2)=CC=1.Cl[Pd]Cl.[Fe+2]. The product is [Cl:20][C:21]1[CH:26]=[C:25]([C:7]2[CH:6]=[CH:5][C:4]([O:3][CH:2]([F:1])[F:19])=[CH:9][CH:8]=2)[C:24]([F:28])=[CH:23][N:22]=1. The yield is 0.670. (2) The reactants are [C:1]1([CH2:7][CH2:8][N:9]([C@H:17]2[C:30]3[CH:29]=[C:28]4[C:23]([NH:24][C:25](=[O:31])[CH2:26][O:27]4)=[CH:22][C:21]=3[O:20][C:19]([CH3:33])([CH3:32])[C@@H:18]2[OH:34])[C:10](=[O:16])[O:11][C:12]([CH3:15])([CH3:14])[CH3:13])[CH:6]=[CH:5][CH:4]=[CH:3][CH:2]=1.[C:35](=O)([O-])[O-].[K+].[K+].CI.[Cl-].[NH4+]. The catalyst is CN(C)C=O. The yield is 1.00. The product is [C:1]1([CH2:7][CH2:8][N:9]([C@H:17]2[C:30]3[CH:29]=[C:28]4[C:23]([N:24]([CH3:35])[C:25](=[O:31])[CH2:26][O:27]4)=[CH:22][C:21]=3[O:20][C:19]([CH3:33])([CH3:32])[C@@H:18]2[OH:34])[C:10](=[O:16])[O:11][C:12]([CH3:15])([CH3:14])[CH3:13])[CH:6]=[CH:5][CH:4]=[CH:3][CH:2]=1. (3) The catalyst is C(OCC)(=O)C. The product is [CH3:11][O:12][C:13](=[O:21])[C:14]1[CH:19]=[CH:18][C:17]([O:20][CH2:2][CH2:3][CH2:4][OH:5])=[CH:16][CH:15]=1. The reactants are Br[CH2:2][CH2:3][CH2:4][OH:5].CN(C)C=O.[CH3:11][O:12][C:13](=[O:21])[C:14]1[CH:19]=[CH:18][C:17]([OH:20])=[CH:16][CH:15]=1.C(=O)([O-])[O-].[K+].[K+]. The yield is 0.300. (4) The reactants are Cl[C:2]1[CH:10]=[CH:9][C:8]([O:11][CH2:12][CH:13]2[CH2:18][CH2:17][N:16]([CH3:19])[CH2:15][CH2:14]2)=[C:7]2[C:3]=1[C:4]1[CH:23]=[C:22]([CH3:24])[CH:21]=[N:20][C:5]=1[NH:6]2.[CH2:25]([S:27]([C:30]1[CH:31]=[C:32](B(O)O)[CH:33]=[CH:34][CH:35]=1)(=[O:29])=[O:28])[CH3:26].C1(P(C2CCCCC2)C2CCCCC2)CCCCC1.C([O-])([O-])=O.[Cs+].[Cs+]. The catalyst is CCOC(C)=O.C1C=CC(/C=C/C(/C=C/C2C=CC=CC=2)=O)=CC=1.C1C=CC(/C=C/C(/C=C/C2C=CC=CC=2)=O)=CC=1.[Pd].O1CCOCC1. The product is [CH2:25]([S:27]([C:30]1[CH:35]=[C:34]([C:2]2[CH:10]=[CH:9][C:8]([O:11][CH2:12][CH:13]3[CH2:18][CH2:17][N:16]([CH3:19])[CH2:15][CH2:14]3)=[C:7]3[C:3]=2[C:4]2[CH:23]=[C:22]([CH3:24])[CH:21]=[N:20][C:5]=2[NH:6]3)[CH:33]=[CH:32][CH:31]=1)(=[O:28])=[O:29])[CH3:26]. The yield is 0.750. (5) The reactants are [N+:1]([C:4]1[C:9]2[O:10][CH2:11][CH:12]=[CH:13][CH2:14][C:8]=2[CH:7]=[CH:6][CH:5]=1)([O-])=O.CO.[H][H]. The catalyst is [Pd]. The product is [O:10]1[CH2:11][CH2:12][CH2:13][CH2:14][C:8]2[CH:7]=[CH:6][CH:5]=[C:4]([NH2:1])[C:9]1=2. The yield is 0.830.